Dataset: Reaction yield outcomes from USPTO patents with 853,638 reactions. Task: Predict the reaction yield, written as a fraction of the theoretical maximum amount of product (1.0 means a 100% yield; for example, 0.34 means a 34% yield). (1) The reactants are [OH:1][C@@H:2]1[C@@:9]([CH3:16])([CH2:10][CH2:11][CH:12]=[C:13]([CH3:15])[CH3:14])[C@@H:8]2[C:17](=[O:18])[C@@:4]([CH2:22][CH:23]=[C:24]([CH3:26])[CH3:25])([C:5]([O:20]C)=[CH:6][C:7]2=[O:19])[CH2:3]1.[OH-].[Li+]. No catalyst specified. The product is [OH:20][C:5]1[C@:4]2([CH2:22][CH:23]=[C:24]([CH3:25])[CH3:26])[C:17](=[O:18])[C@@H:8]([C@:9]([CH3:16])([CH2:10][CH2:11][CH:12]=[C:13]([CH3:15])[CH3:14])[C@@H:2]([OH:1])[CH2:3]2)[C:7](=[O:19])[CH:6]=1. The yield is 0.980. (2) The reactants are N(OCCC(C)C)=O.[CH:9]1([C:12]2[CH:17]=[CH:16][N:15]=[CH:14][C:13]=2N)[CH2:11][CH2:10]1.[I:19]CI. The catalyst is C1COCC1.[Cu](I)I. The product is [CH:9]1([C:12]2[CH:17]=[CH:16][N:15]=[CH:14][C:13]=2[I:19])[CH2:11][CH2:10]1. The yield is 0.340. (3) The reactants are [CH3:1][C:2]([O:11][C:12]1[CH:17]=[CH:16][C:15]([C:18]2[CH:19]=[N:20][C:21]3[N:22]([N:24]=[CH:25][CH:26]=3)[CH:23]=2)=[CH:14][CH:13]=1)([CH3:10])[CH2:3][N:4]1[CH2:9][CH2:8][CH2:7][CH2:6][CH2:5]1.C([O-])(=O)C.[K+].[Br:32]Br.C(=O)(O)[O-].[Na+]. The yield is 0.735. The product is [Br:32][C:26]1[CH:25]=[N:24][N:22]2[CH:23]=[C:18]([C:15]3[CH:14]=[CH:13][C:12]([O:11][C:2]([CH3:1])([CH3:10])[CH2:3][N:4]4[CH2:5][CH2:6][CH2:7][CH2:8][CH2:9]4)=[CH:17][CH:16]=3)[CH:19]=[N:20][C:21]=12. The catalyst is C(O)(=O)C.O. (4) The reactants are [Cl:1][C:2]1[C:7]([N+:8]([O-:10])=[O:9])=[CH:6][CH:5]=[C:4]([Cl:11])[C:3]=1[CH2:12][C:13]([OH:15])=O.[NH2:16][C:17]1[CH:22]=[CH:21][N:20]=[CH:19][C:18]=1[CH:23]=[O:24]. The catalyst is S(Cl)(Cl)=O.ClCCl.CCOC(C)=O. The product is [Cl:1][C:2]1[C:7]([N+:8]([O-:10])=[O:9])=[CH:6][CH:5]=[C:4]([Cl:11])[C:3]=1[CH2:12][C:13]([NH:16][C:17]1[CH:22]=[CH:21][N:20]=[CH:19][C:18]=1[CH:23]=[O:24])=[O:15]. The yield is 0.952. (5) The reactants are [OH:1][C:2]1[CH:9]=[C:8]([O:10][CH2:11][CH2:12][O:13][CH3:14])[CH:7]=[CH:6][C:3]=1[CH:4]=[O:5].[H-].[Na+].Cl[C:18]1[C:23]([Cl:24])=[CH:22][C:21]([C:25]([F:28])([F:27])[F:26])=[CH:20][N:19]=1.[Cl-].[NH4+]. The catalyst is CN(C)C=O. The product is [Cl:24][C:23]1[C:18]([O:1][C:2]2[CH:9]=[C:8]([O:10][CH2:11][CH2:12][O:13][CH3:14])[CH:7]=[CH:6][C:3]=2[CH:4]=[O:5])=[N:19][CH:20]=[C:21]([C:25]([F:27])([F:26])[F:28])[CH:22]=1. The yield is 0.600. (6) The reactants are [CH3:1][O:2][C:3]1[CH:16]=[CH:15][C:6]([O:7][C:8]2[CH:9]=[N:10][C:11]([OH:14])=[N:12][CH:13]=2)=[CH:5][CH:4]=1.[CH3:17][N:18]([C:22]1[CH:27]=[CH:26][CH:25]=[CH:24][CH:23]=1)[C:19](Cl)=[O:20].N12CCN(CC1)CC2.O. The catalyst is CN(C)C=O. The product is [CH3:1][O:2][C:3]1[CH:16]=[CH:15][C:6]([O:7][C:8]2[CH:9]=[N:10][C:11]([O:14][C:19](=[O:20])[N:18]([CH3:17])[C:22]3[CH:27]=[CH:26][CH:25]=[CH:24][CH:23]=3)=[N:12][CH:13]=2)=[CH:5][CH:4]=1. The yield is 0.790. (7) The reactants are C[O:2][C:3](=[O:39])[C:4]1[CH:9]=[CH:8][CH:7]=[CH:6][C:5]=1[O:10][C:11]1[CH:16]=[CH:15][CH:14]=[C:13]([O:17][CH2:18][CH2:19][CH2:20][O:21][C:22]2[CH:27]=[C:26]([OH:28])[C:25]([C:29]3[O:33][N:32]=[CH:31][CH:30]=3)=[CH:24][C:23]=2[CH2:34][CH3:35])[C:12]=1[CH2:36][CH2:37][CH3:38].[OH-].[Li+]. The catalyst is CO. The product is [CH2:34]([C:23]1[CH:24]=[C:25]([C:29]2[O:33][N:32]=[CH:31][CH:30]=2)[C:26]([OH:28])=[CH:27][C:22]=1[O:21][CH2:20][CH2:19][CH2:18][O:17][C:13]1[C:12]([CH2:36][CH2:37][CH3:38])=[C:11]([CH:16]=[CH:15][CH:14]=1)[O:10][C:5]1[CH:6]=[CH:7][CH:8]=[CH:9][C:4]=1[C:3]([OH:39])=[O:2])[CH3:35]. The yield is 0.130. (8) The reactants are [CH3:1][N:2]1[CH2:7][CH2:6][NH:5][CH2:4][CH2:3]1.C(=O)([O-])[O-].[K+].[K+].Cl[CH2:15][C:16]#[N:17]. The catalyst is C(#N)C.C(OCC)C. The product is [CH3:1][N:2]1[CH2:7][CH2:6][N:5]([CH2:15][C:16]#[N:17])[CH2:4][CH2:3]1. The yield is 0.770. (9) The reactants are [OH-].[Na+].[F:3][C:4]([F:40])([F:39])[C:5]1[CH:6]=[C:7]([CH:32]=[C:33]([C:35]([F:38])([F:37])[F:36])[CH:34]=1)[CH2:8][N:9]([CH2:15][C:16]1[C:17]([N:23]([CH2:28][CH:29]2[CH2:31][CH2:30]2)[CH2:24][CH:25]2[CH2:27][CH2:26]2)=[N:18][C:19]([F:22])=[CH:20][CH:21]=1)C1NN=NN=1.S(OC)(OC)(=O)=O. The catalyst is O.ClCCl.[Br-].C([N+](CCCC)(CCCC)CCCC)CCC. The product is [F:40][C:4]([F:3])([F:39])[C:5]1[CH:6]=[C:7]([CH:32]=[C:33]([C:35]([F:36])([F:37])[F:38])[CH:34]=1)[CH2:8][NH:9][CH2:15][C:16]1[C:17]([N:23]([CH2:24][CH:25]2[CH2:26][CH2:27]2)[CH2:28][CH:29]2[CH2:31][CH2:30]2)=[N:18][C:19]([F:22])=[CH:20][CH:21]=1. The yield is 0.560.